Dataset: Full USPTO retrosynthesis dataset with 1.9M reactions from patents (1976-2016). Task: Predict the reactants needed to synthesize the given product. (1) Given the product [CH3:10][O:8][C:7]([CH:2]1[CH2:3][CH2:4][C:5](=[O:6])[NH:1]1)=[O:9], predict the reactants needed to synthesize it. The reactants are: [NH:1]1[C:5](=[O:6])[CH2:4][CH2:3][CH:2]1[C:7]([OH:9])=[O:8].[CH3:10]O.OS(O)(=O)=O.[OH-].[Na+]. (2) Given the product [C:37]1([C:8]2[CH:9]=[CH:10][C:11]([C:12]([NH:24][CH:22]3[CH2:21][C:20]([CH3:26])([CH3:25])[NH:19][C:18]([CH3:27])([CH3:17])[CH2:23]3)=[O:14])=[CH:15][CH:16]=2)[CH:52]=[CH:41][CH:40]=[CH:39][CH:38]=1, predict the reactants needed to synthesize it. The reactants are: C1(N[C:8]2[CH:16]=[CH:15][C:11]([C:12]([OH:14])=O)=[CH:10][CH:9]=2)C=CC=CC=1.[CH3:17][C:18]1([CH3:27])[CH2:23][CH:22]([NH2:24])[CH2:21][C:20]([CH3:26])([CH3:25])[NH:19]1.CN(C(ON1N=N[C:38]2[CH:39]=[CH:40][CH:41]=N[C:37]1=2)=[N+](C)C)C.F[P-](F)(F)(F)(F)F.[CH2:52](N(C(C)C)C(C)C)C. (3) The reactants are: [N:1]1[C:10]2[C:5](=[CH:6][CH:7]=[C:8]([CH2:11][C:12]([OH:14])=[O:13])[CH:9]=2)[CH:4]=[CH:3][CH:2]=1.O=S(Cl)Cl.[CH3:19]O. Given the product [N:1]1[C:10]2[C:5](=[CH:6][CH:7]=[C:8]([CH2:11][C:12]([O:14][CH3:19])=[O:13])[CH:9]=2)[CH:4]=[CH:3][CH:2]=1, predict the reactants needed to synthesize it. (4) The reactants are: [Cl:1][C:2]1[CH:7]=[CH:6][CH:5]=[C:4]([Cl:8])[C:3]=1[C:9]1[N:10](O)[C:11]2[C:17]3[CH:18]=[CH:19][N:20]=[CH:21][C:16]=3[NH:15][C:14]3[N:22]=[CH:23][CH:24]=[CH:25][C:13]=3[C:12]=2[N:26]=1.P(OCC)(OCC)OCC. Given the product [ClH:1].[ClH:1].[Cl:8][C:4]1[CH:5]=[CH:6][CH:7]=[C:2]([Cl:1])[C:3]=1[C:9]1[NH:10][C:11]2[C:17]3[CH:18]=[CH:19][N:20]=[CH:21][C:16]=3[NH:15][C:14]3[N:22]=[CH:23][CH:24]=[CH:25][C:13]=3[C:12]=2[N:26]=1, predict the reactants needed to synthesize it.